From a dataset of Reaction yield outcomes from USPTO patents with 853,638 reactions. Predict the reaction yield, written as a fraction of the theoretical maximum amount of product (1.0 means a 100% yield; for example, 0.34 means a 34% yield). (1) The reactants are [C:1]([C:5]1[C:13]2[C:8](=[CH:9][CH:10]=[C:11]([N+:14]([O-])=O)[CH:12]=2)[NH:7][CH:6]=1)([CH3:4])([CH3:3])[CH3:2]. The catalyst is CO.[Ni]. The product is [C:1]([C:5]1[C:13]2[C:8](=[CH:9][CH:10]=[C:11]([NH2:14])[CH:12]=2)[NH:7][CH:6]=1)([CH3:4])([CH3:2])[CH3:3]. The yield is 0.190. (2) The yield is 0.990. The catalyst is CCOC(C)=O. The product is [N:9]([C:8]1[CH:10]=[CH:11][C:5]([O:4][CH2:1][CH2:2][CH3:3])=[CH:6][CH:7]=1)=[C:12]=[O:13]. The reactants are [CH2:1]([O:4][C:5]1[CH:11]=[CH:10][C:8]([NH2:9])=[CH:7][CH:6]=1)[CH2:2][CH3:3].[C:12](Cl)(Cl)=[O:13]. (3) The reactants are [N:1]1[CH:6]=[CH:5][CH:4]=[CH:3][C:2]=1[C:7]1[CH:8]=[N:9][NH:10][C:11]=1[NH2:12].[CH3:13][N:14]1[C:22]2[C:17](=[CH:18][C:19]([C:23](=O)[CH2:24][C:25](OCC)=[O:26])=[CH:20][CH:21]=2)[CH:16]=[N:15]1. The catalyst is CCCCO.CC1C=CC(S(O)(=O)=O)=CC=1. The product is [CH3:13][N:14]1[C:22]2[C:17](=[CH:18][C:19]([C:23]3[NH:12][C:11]4[N:10]([N:9]=[CH:8][C:7]=4[C:2]4[CH:3]=[CH:4][CH:5]=[CH:6][N:1]=4)[C:25](=[O:26])[CH:24]=3)=[CH:20][CH:21]=2)[CH:16]=[N:15]1. The yield is 0.570. (4) The reactants are [Cl:1][C:2]1[CH:7]=[CH:6][N:5]=[C:4]([CH3:8])[CH:3]=1.ClC1C=CC=C(C(OO)=[O:17])C=1.C(=O)([O-])O.[Na+].[OH-].[Na+]. The catalyst is O.CO.ClCCl. The product is [Cl:1][C:2]1[CH:7]=[CH:6][N:5]=[C:4]([CH2:8][OH:17])[CH:3]=1. The yield is 0.180. (5) The reactants are [C:1]([C:4]1[S:8][C:7]([NH2:9])=[N:6][C:5]=1[CH3:10])(=[O:3])[CH3:2].N1C=CC=CC=1.[C:17](Cl)(=[O:19])[CH3:18]. The catalyst is C1COCC1.C(Cl)Cl. The product is [C:1]([C:4]1[S:8][C:7]([NH:9][C:17](=[O:19])[CH3:18])=[N:6][C:5]=1[CH3:10])(=[O:3])[CH3:2]. The yield is 0.836. (6) The reactants are Cl[C:2]1[CH:3]=[CH:4][C:5]2[O:14][CH2:13][CH2:12][C:11]3[CH:10]=[C:9]([C:15]4[N:16]([C:20]5[CH:25]=[CH:24][C:23]([F:26])=[CH:22][C:21]=5[F:27])[N:17]=[CH:18][N:19]=4)[S:8][C:7]=3[C:6]=2[N:28]=1.[CH3:29][NH:30][CH2:31][CH2:32][O:33][Si](C)(C)C.CC(C1C=C(C(C)C)C(C2C=CC=CC=2P(C2CCCCC2)C2CCCCC2)=C(C(C)C)C=1)C.CC(C)([O-])C. The catalyst is O1CCOCC1.CC([O-])=O.CC([O-])=O.[Pd+2]. The product is [F:27][C:21]1[CH:22]=[C:23]([F:26])[CH:24]=[CH:25][C:20]=1[N:16]1[C:15]([C:9]2[S:8][C:7]3[C:6]4[N:28]=[C:2]([N:30]([CH3:29])[CH2:31][CH2:32][OH:33])[CH:3]=[CH:4][C:5]=4[O:14][CH2:13][CH2:12][C:11]=3[CH:10]=2)=[N:19][CH:18]=[N:17]1. The yield is 0.260. (7) The reactants are [CH3:1][C:2]1[N:3]=[CH:4][S:5][C:6]=1[CH:7]=[O:8].C(=O)([O-])[O-].[K+].[K+].[F:15][C:16]([Si](C)(C)C)([F:18])[F:17]. The catalyst is CN(C)C=O. The product is [F:15][C:16]([F:18])([F:17])[CH:7]([C:6]1[S:5][CH:4]=[N:3][C:2]=1[CH3:1])[OH:8]. The yield is 0.840. (8) The reactants are [C:1]1([CH:7]2[CH2:12][CH2:11][NH:10][CH2:9][CH2:8]2)[CH:6]=[CH:5][CH:4]=[CH:3][CH:2]=1.[N+:13]([O-:16])(O)=[O:14].[OH-].[Na+].[C:19](O[C:19]([O:21][C:22]([CH3:25])([CH3:24])[CH3:23])=[O:20])([O:21][C:22]([CH3:25])([CH3:24])[CH3:23])=[O:20]. The catalyst is S(=O)(=O)(O)O.ClCCl. The product is [N+:13]([C:4]1[CH:5]=[CH:6][C:1]([CH:7]2[CH2:8][CH2:9][N:10]([C:19]([O:21][C:22]([CH3:25])([CH3:24])[CH3:23])=[O:20])[CH2:11][CH2:12]2)=[CH:2][CH:3]=1)([O-:16])=[O:14]. The yield is 0.0800. (9) The reactants are [Cl:1][C:2]1[CH:7]=[CH:6][C:5]([C@H:8]([C:21]([N:23]2[CH2:28][CH2:27][N:26]([C:29]3[C:34]([C:35]4[CH:40]=[CH:39][CH:38]=[C:37]([O:41][CH3:42])[CH:36]=4)=[CH:33][N:32]=[C:31]4[NH:43][CH:44]=[CH:45][C:30]=34)[CH2:25][CH2:24]2)=[O:22])[CH2:9][N:10]([CH:18]([CH3:20])[CH3:19])C(=O)OC(C)(C)C)=[CH:4][CH:3]=1.C(O)(C(F)(F)F)=O.C1(N)C(F)=C(F)C(F)=C(N)C=1F.Cl.Cl. The catalyst is C(Cl)Cl. The product is [Cl:1][C:2]1[CH:7]=[CH:6][C:5]([C@@H:8]([CH2:9][NH:10][CH:18]([CH3:20])[CH3:19])[C:21]([N:23]2[CH2:24][CH2:25][N:26]([C:29]3[C:34]([C:35]4[CH:40]=[CH:39][CH:38]=[C:37]([O:41][CH3:42])[CH:36]=4)=[CH:33][N:32]=[C:31]4[NH:43][CH:44]=[CH:45][C:30]=34)[CH2:27][CH2:28]2)=[O:22])=[CH:4][CH:3]=1. The yield is 0.810. (10) The reactants are C(I)I.[CH3:4][Si:5]([CH3:14])([CH3:13])[O:6][C:7]1[CH2:12][CH2:11][CH2:10][CH2:9][CH:8]=1.[CH2:15]([Zn]CC)C.[NH4+].[Cl-]. The catalyst is CCCCCC. The product is [CH3:4][Si:5]([CH3:14])([CH3:13])[O:6][C:7]12[CH2:15][CH:12]1[CH2:11][CH2:10][CH2:9][CH2:8]2. The yield is 0.630.